From a dataset of Catalyst prediction with 721,799 reactions and 888 catalyst types from USPTO. Predict which catalyst facilitates the given reaction. (1) Reactant: [C:1]([O:5][C:6](=[O:27])[NH:7][CH2:8][C:9]1[CH:14]=[C:13]([O:15][C:16]2[CH:21]=[CH:20][CH:19]=[C:18]([O:22][CH3:23])[CH:17]=2)[CH:12]=[CH:11][C:10]=1[N+:24]([O-])=O)([CH3:4])([CH3:3])[CH3:2].[Cl-].[NH4+].C(O)C. Product: [C:1]([O:5][C:6](=[O:27])[NH:7][CH2:8][C:9]1[CH:14]=[C:13]([O:15][C:16]2[CH:21]=[CH:20][CH:19]=[C:18]([O:22][CH3:23])[CH:17]=2)[CH:12]=[CH:11][C:10]=1[NH2:24])([CH3:4])([CH3:2])[CH3:3]. The catalyst class is: 150. (2) Reactant: [CH2:1]([N:5]1[C:13]2[N:12]=[C:11]([Cl:14])[NH:10][C:9]=2[C:8](=[O:15])[N:7]([CH2:16][CH2:17][CH2:18][C:19]([O:21]CC)=O)[C:6]1=[O:24])[CH2:2][CH2:3][CH3:4].[CH2:25]([O:27][C:28]1[CH:29]=[C:30]([CH2:35]/[C:36](=[N:39]/[H])/[NH:37]O)[CH:31]=[CH:32][C:33]=1[OH:34])[CH3:26].[O-]CC.[Na+]. Product: [CH2:1]([N:5]1[C:13]2[N:12]=[C:11]([Cl:14])[NH:10][C:9]=2[C:8](=[O:15])[N:7]([CH2:16][CH2:17][CH2:18][C:19]2[O:21][N:39]=[C:36]([CH2:35][C:30]3[CH:31]=[CH:32][C:33]([OH:34])=[C:28]([O:27][CH2:25][CH3:26])[CH:29]=3)[N:37]=2)[C:6]1=[O:24])[CH2:2][CH2:3][CH3:4]. The catalyst class is: 14. (3) Reactant: [C:1]([NH:8][CH:9]1[CH2:14][CH2:13][NH:12][CH2:11][CH2:10]1)([O:3][C:4]([CH3:7])([CH3:6])[CH3:5])=[O:2].C(N(CC)CC)C.Cl[C:23]([O:25][CH:26]([CH3:28])[CH3:27])=[O:24]. Product: [CH:26]([O:25][C:23]([N:12]1[CH2:13][CH2:14][CH:9]([NH:8][C:1]([O:3][C:4]([CH3:7])([CH3:6])[CH3:5])=[O:2])[CH2:10][CH2:11]1)=[O:24])([CH3:28])[CH3:27]. The catalyst class is: 2.